This data is from Reaction yield outcomes from USPTO patents with 853,638 reactions. The task is: Predict the reaction yield, written as a fraction of the theoretical maximum amount of product (1.0 means a 100% yield; for example, 0.34 means a 34% yield). (1) The reactants are [NH2:1][C:2]1[N:7]=[C:6]([CH2:8][C:9]2[C:14]([Cl:15])=[CH:13][CH:12]=[CH:11][C:10]=2[Cl:16])[N:5]=[C:4]([NH:17][C:18]2[CH:25]=[CH:24][C:21]([C:22]#[N:23])=[CH:20][CH:19]=2)[N:3]=1.[C:26](OC(=O)C)(=[O:28])[CH3:27]. No catalyst specified. The product is [C:22]([C:21]1[CH:20]=[CH:19][C:18]([NH:17][C:4]2[N:5]=[C:6]([CH2:8][C:9]3[C:14]([Cl:15])=[CH:13][CH:12]=[CH:11][C:10]=3[Cl:16])[N:7]=[C:2]([NH:1][C:26](=[O:28])[CH3:27])[N:3]=2)=[CH:25][CH:24]=1)#[N:23]. The yield is 0.450. (2) The reactants are [C:1]([C:5]1[CH:6]=[C:7]2[C:12](=[C:13]([F:15])[CH:14]=1)[C:11](=[O:16])[N:10]([C:17]1[N:24]=[CH:23][CH:22]=[C:21]([C:25]3[CH:30]=[C:29]([NH:31][C:32]4[CH:36]=[C:35]([CH3:37])[O:34][N:33]=4)[C:28](=[O:38])[N:27]([CH3:39])[CH:26]=3)[C:18]=1[CH:19]=[O:20])[N:9]=[CH:8]2)([CH3:4])([CH3:3])[CH3:2].[BH4-].[Na+]. The product is [C:1]([C:5]1[CH:6]=[C:7]2[C:12](=[C:13]([F:15])[CH:14]=1)[C:11](=[O:16])[N:10]([C:17]1[C:18]([CH2:19][OH:20])=[C:21]([C:25]3[CH:30]=[C:29]([NH:31][C:32]4[CH:36]=[C:35]([CH3:37])[O:34][N:33]=4)[C:28](=[O:38])[N:27]([CH3:39])[CH:26]=3)[CH:22]=[CH:23][N:24]=1)[N:9]=[CH:8]2)([CH3:4])([CH3:2])[CH3:3]. The catalyst is CO. The yield is 0.540. (3) The reactants are [CH3:1][CH2:2][N:3](C(C)C)C(C)C.[CH3:10][C:11]([C:15]1[N:19]([CH2:20][CH:21]2[CH2:26][CH2:25][O:24][CH2:23][CH2:22]2)[C:18]2[CH:27]=[CH:28][C:29]([S:31]([N:34]3[CH:38]=[CH:37][C:36]([C:39]([OH:41])=O)=[CH:35]3)(=[O:33])=[O:32])=[CH:30][C:17]=2[N:16]=1)([CH3:14])CC.[CH3:42]N(C(ON1N=NC2C=CC=NC1=2)=[N+](C)C)C.F[P-](F)(F)(F)(F)F.Cl.C(N)C. The catalyst is CN(C=O)C. The product is [C:11]([C:15]1[N:19]([CH2:20][CH:21]2[CH2:22][CH2:23][O:24][CH2:25][CH2:26]2)[C:18]2[CH:27]=[CH:28][C:29]([S:31]([N:34]3[CH:38]=[CH:37][C:36]([C:39]([NH:3][CH2:2][CH3:1])=[O:41])=[CH:35]3)(=[O:32])=[O:33])=[CH:30][C:17]=2[N:16]=1)([CH3:10])([CH3:42])[CH3:14]. The yield is 0.810. (4) The catalyst is CC#N. The yield is 0.775. The product is [Br-:23].[OH:10][C:9]([C:17]1[CH:22]=[CH:21][CH:20]=[CH:19][CH:18]=1)([C:11]1[CH:12]=[CH:13][CH:14]=[CH:15][CH:16]=1)[C:4]12[CH2:5][CH2:6][N+:1]([CH2:24][CH2:25][CH2:26][O:27][C:28]3[CH:33]=[CH:32][C:31]([O:34][CH3:35])=[CH:30][CH:29]=3)([CH2:2][CH2:3]1)[CH2:8][CH2:7]2. The reactants are [N:1]12[CH2:8][CH2:7][C:4]([C:9]([C:17]3[CH:22]=[CH:21][CH:20]=[CH:19][CH:18]=3)([C:11]3[CH:16]=[CH:15][CH:14]=[CH:13][CH:12]=3)[OH:10])([CH2:5][CH2:6]1)[CH2:3][CH2:2]2.[Br:23][CH2:24][CH2:25][CH2:26][O:27][C:28]1[CH:33]=[CH:32][C:31]([O:34][CH3:35])=[CH:30][CH:29]=1. (5) The reactants are Br[C:2]1[CH:11]=[C:10]([C:12]([O:14][CH3:15])=[O:13])[CH:9]=[CH:8][C:3]=1[C:4]([O:6][CH3:7])=[O:5].[NH2:16][C:17]1[CH:22]=[CH:21][CH:20]=[CH:19][CH:18]=1.P([O-])([O-])([O-])=O.[K+].[K+].[K+]. The catalyst is C1(C)C=CC=CC=1.C1C=CC(/C=C/C(/C=C/C2C=CC=CC=2)=O)=CC=1.C1C=CC(/C=C/C(/C=C/C2C=CC=CC=2)=O)=CC=1.C1C=CC(/C=C/C(/C=C/C2C=CC=CC=2)=O)=CC=1.[Pd].[Pd].C(P(C(C)(C)C)C(C)(C)C)(C)(C)C. The product is [C:17]1([NH:16][C:2]2[CH:11]=[C:10]([C:12]([O:14][CH3:15])=[O:13])[CH:9]=[CH:8][C:3]=2[C:4]([O:6][CH3:7])=[O:5])[CH:22]=[CH:21][CH:20]=[CH:19][CH:18]=1. The yield is 0.580. (6) The reactants are [F:1][C:2]1[CH:3]=[CH:4][C:5]([O:29][CH3:30])=[C:6]([C:8]([CH3:28])([CH3:27])[CH2:9][C:10]([NH2:26])([CH2:15][C:16]2[C:25]3[C:20](=[CH:21][CH:22]=[CH:23][CH:24]=3)[N:19]=[CH:18][CH:17]=2)[C:11]([F:14])([F:13])[F:12])[CH:7]=1.[C:31](OC(=O)C)(=[O:33])[CH3:32]. The catalyst is ClC(Cl)C. The product is [F:1][C:2]1[CH:3]=[CH:4][C:5]([O:29][CH3:30])=[C:6]([C:8]([CH3:27])([CH3:28])[CH2:9][C:10]([NH:26][C:31](=[O:33])[CH3:32])([CH2:15][C:16]2[C:25]3[C:20](=[CH:21][CH:22]=[CH:23][CH:24]=3)[N:19]=[CH:18][CH:17]=2)[C:11]([F:12])([F:14])[F:13])[CH:7]=1. The yield is 0.740. (7) The reactants are [NH2:1][C:2]1[CH:23]=[CH:22][C:5]([O:6][C:7]2[C:16]3[C:11](=[CH:12][C:13]([O:17][CH2:18][C@@H:19]([OH:21])[CH3:20])=[CH:14][CH:15]=3)[N:10]=[CH:9][CH:8]=2)=[CH:4][CH:3]=1.[CH3:24][N:25]1[C:29]([CH3:30])=[C:28]([C:31](O)=[O:32])[C:27](=[O:34])[N:26]1[C:35]1[CH:40]=[CH:39][CH:38]=[CH:37][CH:36]=1.CCN=C=NCCCN(C)C.C1C=NC2N(O)N=NC=2C=1. The catalyst is C(Cl)Cl. The product is [OH:21][C@@H:19]([CH3:20])[CH2:18][O:17][C:13]1[CH:12]=[C:11]2[C:16]([C:7]([O:6][C:5]3[CH:4]=[CH:3][C:2]([NH:1][C:31]([C:28]4[C:27](=[O:34])[N:26]([C:35]5[CH:36]=[CH:37][CH:38]=[CH:39][CH:40]=5)[N:25]([CH3:24])[C:29]=4[CH3:30])=[O:32])=[CH:23][CH:22]=3)=[CH:8][CH:9]=[N:10]2)=[CH:15][CH:14]=1. The yield is 0.332.